From a dataset of Catalyst prediction with 721,799 reactions and 888 catalyst types from USPTO. Predict which catalyst facilitates the given reaction. Reactant: C1(NC(=NC2CCCCC2)O[CH2:10][C:11]2[CH:16]=[CH:15][CH:14]=[CH:13][CH:12]=2)CCCCC1.CN(C=O)C.[NH2:29][C:30]1[C:38]([N+:39]([O-:41])=[O:40])=[CH:37][CH:36]=[CH:35][C:31]=1[C:32]([OH:34])=[O:33]. Product: [NH2:29][C:30]1[C:38]([N+:39]([O-:41])=[O:40])=[CH:37][CH:36]=[CH:35][C:31]=1[C:32]([O:34][CH2:10][C:11]1[CH:16]=[CH:15][CH:14]=[CH:13][CH:12]=1)=[O:33]. The catalyst class is: 175.